Dataset: Full USPTO retrosynthesis dataset with 1.9M reactions from patents (1976-2016). Task: Predict the reactants needed to synthesize the given product. (1) Given the product [CH:1]1([NH:4][C:5](=[O:36])[C:6]2[CH:7]=[CH:8][C:9]([C:12]3[N:16]4[CH:17]=[C:18]([C:26]5[CH:27]=[CH:28][C:29]([S:32]([CH:33]6[CH2:35][CH2:34]6)=[O:37])=[CH:30][CH:31]=5)[N:19]=[C:20]([NH:21][CH2:22][CH:23]([CH3:25])[CH3:24])[C:15]4=[N:14][CH:13]=3)=[CH:10][CH:11]=2)[CH2:3][CH2:2]1, predict the reactants needed to synthesize it. The reactants are: [CH:1]1([NH:4][C:5](=[O:36])[C:6]2[CH:11]=[CH:10][C:9]([C:12]3[N:16]4[CH:17]=[C:18]([C:26]5[CH:31]=[CH:30][C:29]([S:32][CH:33]6[CH2:35][CH2:34]6)=[CH:28][CH:27]=5)[N:19]=[C:20]([NH:21][CH2:22][CH:23]([CH3:25])[CH3:24])[C:15]4=[N:14][CH:13]=3)=[CH:8][CH:7]=2)[CH2:3][CH2:2]1.[O:37]1CO1. (2) Given the product [NH2:1][C:2]1[C:3]([C:4]#[N:5])=[C:6]([C:26]2[CH:31]=[CH:30][C:29]([NH:32][C:42](=[O:44])[CH3:43])=[C:28]([O:33][CH2:34][CH2:35][N:36]3[CH2:41][CH2:40][CH2:39][CH2:38][CH2:37]3)[CH:27]=2)[CH:7]=[C:8]([C:10]2[CH:15]=[CH:14][CH:13]=[CH:12][C:11]=2[O:16][CH2:17][C:18]2[CH:23]=[CH:22][C:21]([O:24][CH3:25])=[CH:20][CH:19]=2)[N:9]=1, predict the reactants needed to synthesize it. The reactants are: [NH2:1][C:2]1[N:9]=[C:8]([C:10]2[CH:15]=[CH:14][CH:13]=[CH:12][C:11]=2[O:16][CH2:17][C:18]2[CH:23]=[CH:22][C:21]([O:24][CH3:25])=[CH:20][CH:19]=2)[CH:7]=[C:6]([C:26]2[CH:31]=[CH:30][C:29]([NH2:32])=[C:28]([O:33][CH2:34][CH2:35][N:36]3[CH2:41][CH2:40][CH2:39][CH2:38][CH2:37]3)[CH:27]=2)[C:3]=1[C:4]#[N:5].[C:42](Cl)(=[O:44])[CH3:43].N1C=CC=CC=1. (3) The reactants are: [NH2:1][C:2](=[O:38])[CH:3]([OH:37])[CH:4]([NH:12][C:13](=[O:36])[C:14]1[CH:19]=[CH:18][CH:17]=[N:16][C:15]=1[N:20]1[CH:35]=[C:23]2[N:24]([CH2:28][C:29]3[CH:34]=[CH:33][CH:32]=[CH:31][CH:30]=3)[CH2:25][CH2:26][CH2:27][C:22]2=[N:21]1)[CH2:5][C:6]1[CH:11]=[CH:10][CH:9]=[CH:8][CH:7]=1. Given the product [NH2:1][C:2](=[O:38])[C:3](=[O:37])[CH:4]([NH:12][C:13](=[O:36])[C:14]1[CH:19]=[CH:18][CH:17]=[N:16][C:15]=1[N:20]1[CH:35]=[C:23]2[N:24]([CH2:28][C:29]3[CH:30]=[CH:31][CH:32]=[CH:33][CH:34]=3)[CH2:25][CH2:26][CH2:27][C:22]2=[N:21]1)[CH2:5][C:6]1[CH:11]=[CH:10][CH:9]=[CH:8][CH:7]=1, predict the reactants needed to synthesize it. (4) Given the product [CH2:1]([C:3]1[CH:8]=[C:7]([CH3:9])[CH:6]=[C:5]([CH2:10][CH3:11])[C:4]=1[C:12](=[O:17])[C:13]([NH:15][N:16]=[CH:1][CH:3]([CH3:8])[CH3:4])=[O:14])[CH3:2], predict the reactants needed to synthesize it. The reactants are: [CH2:1]([C:3]1[CH:8]=[C:7]([CH3:9])[CH:6]=[C:5]([CH2:10][CH3:11])[C:4]=1[C:12](=[O:17])[C:13]([NH:15][NH2:16])=[O:14])[CH3:2]. (5) Given the product [F:1][C:2]1[CH:3]=[C:4]2[C:5](=[CH:6][C:7]=1[C:8]([F:11])([F:10])[F:9])[CH2:12][N:56]([C:43]([C:37]1[CH:42]=[CH:41][CH:40]=[CH:39][CH:38]=1)([C:50]1[CH:51]=[CH:52][CH:53]=[CH:54][CH:55]=1)[C:44]1[CH:45]=[CH:46][CH:47]=[CH:48][CH:49]=1)[CH2:14]2, predict the reactants needed to synthesize it. The reactants are: [F:1][C:2]1[C:7]([C:8]([F:11])([F:10])[F:9])=[CH:6][C:5]([CH2:12]O)=[C:4]([CH2:14]O)[CH:3]=1.CS(Cl)(=O)=O.C(N(CC)CC)C.C(N(CC)C(C)C)(C)C.[C:37]1([C:43]([NH2:56])([C:50]2[CH:55]=[CH:54][CH:53]=[CH:52][CH:51]=2)[C:44]2[CH:49]=[CH:48][CH:47]=[CH:46][CH:45]=2)[CH:42]=[CH:41][CH:40]=[CH:39][CH:38]=1. (6) Given the product [CH3:9][O:8][C:5]1[CH:6]=[CH:7][C:2]([C:1](=[O:10])[S:12][C:13]2[CH:18]=[CH:17][CH:16]=[CH:15][N:14]=2)=[CH:3][CH:4]=1, predict the reactants needed to synthesize it. The reactants are: [C:1](Cl)(=[O:10])[C:2]1[CH:7]=[CH:6][C:5]([O:8][CH3:9])=[CH:4][CH:3]=1.[SH:12][C:13]1[CH:18]=[CH:17][CH:16]=[CH:15][N:14]=1. (7) Given the product [O:17]1[CH2:18][CH2:19][N:14]([C:10]2[C:9](=[O:20])[N:8]([C:5]3[CH:6]=[CH:7][C:2]([N:21]4[CH2:26][CH2:25][CH2:24][CH2:23][C:22]4=[O:27])=[CH:3][CH:4]=3)[CH2:13][CH2:12][CH:11]=2)[CH2:15][CH2:16]1, predict the reactants needed to synthesize it. The reactants are: I[C:2]1[CH:7]=[CH:6][C:5]([N:8]2[CH2:13][CH2:12][CH:11]=[C:10]([N:14]3[CH2:19][CH2:18][O:17][CH2:16][CH2:15]3)[C:9]2=[O:20])=[CH:4][CH:3]=1.[NH:21]1[CH2:26][CH2:25][CH2:24][CH2:23][C:22]1=[O:27].C(=O)([O-])[O-].[K+].[K+].N. (8) Given the product [CH3:17][O:16][C:7]1[CH:6]=[CH:5][C:4]2[N:3]=[C:2]([NH:18][C:19]3[CH:24]=[CH:23][CH:22]=[CH:21][CH:20]=3)[CH:11]=[N:10][C:9]=2[C:8]=1[C:12]([O:14][CH3:15])=[O:13], predict the reactants needed to synthesize it. The reactants are: Cl[C:2]1[CH:11]=[N:10][C:9]2[C:8]([C:12]([O:14][CH3:15])=[O:13])=[C:7]([O:16][CH3:17])[CH:6]=[CH:5][C:4]=2[N:3]=1.[NH2:18][C:19]1[CH:24]=[CH:23][CH:22]=[CH:21][CH:20]=1.C(=O)(O)[O-].[Na+]. (9) Given the product [Cl:1][C:2]1[C:7]([NH:8][CH3:9])=[C:6]([C:15]2[CH:16]=[CH:17][C:12]([F:11])=[CH:13][C:14]=2[O:21][CH3:22])[CH:5]=[CH:4][N:3]=1, predict the reactants needed to synthesize it. The reactants are: [Cl:1][C:2]1[C:7]([NH:8][CH3:9])=[C:6](I)[CH:5]=[CH:4][N:3]=1.[F:11][C:12]1[CH:17]=[CH:16][C:15](B(O)O)=[C:14]([O:21][CH3:22])[CH:13]=1. (10) Given the product [OH:21][CH:20]([C:2]1[O:1][CH:5]=[CH:4][C:3]=1[C:6]([OH:8])=[O:7])[CH2:19][CH:18]([CH3:22])[CH3:17], predict the reactants needed to synthesize it. The reactants are: [O:1]1[CH:5]=[CH:4][C:3]([C:6]([OH:8])=[O:7])=[CH:2]1.C([N-]C(C)C)(C)C.[Li+].[CH3:17][CH:18]([CH3:22])[CH2:19][CH:20]=[O:21].Cl.